Dataset: Catalyst prediction with 721,799 reactions and 888 catalyst types from USPTO. Task: Predict which catalyst facilitates the given reaction. (1) Reactant: [NH2:1][C:2]1[CH:7]=[CH:6][CH:5]=[C:4]([CH3:8])[CH:3]=1.[H-].[Na+].F[C:12]1[CH:17]=[CH:16][CH:15]=[CH:14][C:13]=1[N+:18]([O-:20])=[O:19]. Product: [CH3:8][C:4]1[CH:3]=[C:2]([NH:1][C:12]2[CH:17]=[CH:16][CH:15]=[CH:14][C:13]=2[N+:18]([O-:20])=[O:19])[CH:7]=[CH:6][CH:5]=1. The catalyst class is: 3. (2) Reactant: [C:1]([C:4]1[CH:9]=[C:8]([Cl:10])[C:7]([NH:11][C:12]2[C:21]3[CH:20]=[CH:19][NH:18][C:17](=[O:22])[C:16]=3[C:15]3[CH:23]=[C:24]([Br:27])[CH:25]=[CH:26][C:14]=3[N:13]=2)=[C:6]([Cl:28])[CH:5]=1)(=[O:3])[CH3:2].[CH3:29][Mg]Br. Product: [Br:27][C:24]1[CH:25]=[CH:26][C:14]2[N:13]=[C:12]([NH:11][C:7]3[C:6]([Cl:28])=[CH:5][C:4]([C:1]([OH:3])([CH3:29])[CH3:2])=[CH:9][C:8]=3[Cl:10])[C:21]3[CH:20]=[CH:19][NH:18][C:17](=[O:22])[C:16]=3[C:15]=2[CH:23]=1. The catalyst class is: 1. (3) Reactant: [NH:1]1[C:9]2[C:4](=[CH:5][C:6](/[C:10](/[C:20]3[CH:25]=[CH:24][C:23](/[CH:26]=[CH:27]/[C:28]([O:30]CC)=[O:29])=[CH:22][CH:21]=3)=[C:11](/[C:14]3[CH:19]=[CH:18][CH:17]=[CH:16][CH:15]=3)\[CH2:12][CH3:13])=[CH:7][CH:8]=2)[CH:3]=[N:2]1.[Li+].[OH-].Cl. Product: [NH:1]1[C:9]2[C:4](=[CH:5][C:6](/[C:10](/[C:20]3[CH:21]=[CH:22][C:23](/[CH:26]=[CH:27]/[C:28]([OH:30])=[O:29])=[CH:24][CH:25]=3)=[C:11](/[C:14]3[CH:19]=[CH:18][CH:17]=[CH:16][CH:15]=3)\[CH2:12][CH3:13])=[CH:7][CH:8]=2)[CH:3]=[N:2]1. The catalyst class is: 636. (4) Reactant: [F:1][C:2]1[CH:3]=[C:4]2[C:9](=[CH:10][CH:11]=1)[N:8]([C:12]1[C:13]([C:26]3[CH:27]=[C:28]4[C:32](=[CH:33][CH:34]=3)[NH:31][N:30]=[CH:29]4)=[N:14][C:15]3[C:20]([N:21]=1)=[CH:19][C:18]([C:22]([O:24]C)=[O:23])=[CH:17][CH:16]=3)[CH2:7][CH2:6][CH2:5]2.[OH-].[Na+].O. Product: [F:1][C:2]1[CH:3]=[C:4]2[C:9](=[CH:10][CH:11]=1)[N:8]([C:12]1[C:13]([C:26]3[CH:27]=[C:28]4[C:32](=[CH:33][CH:34]=3)[NH:31][N:30]=[CH:29]4)=[N:14][C:15]3[C:20]([N:21]=1)=[CH:19][C:18]([C:22]([OH:24])=[O:23])=[CH:17][CH:16]=3)[CH2:7][CH2:6][CH2:5]2. The catalyst class is: 5. (5) Reactant: C(OC([NH:8][C:9]1[N:14]=[CH:13][C:12]([C:15]2[C:24]([N:25]([CH:27]([CH3:29])[CH3:28])[CH3:26])=[N:23][C:22]3[C:17](=[CH:18][CH:19]=[C:20]([C:30]([OH:32])=[O:31])[CH:21]=3)[N:16]=2)=[CH:11][CH:10]=1)=O)(C)(C)C.C(O)(C(F)(F)F)=O. Product: [NH2:8][C:9]1[N:14]=[CH:13][C:12]([C:15]2[C:24]([N:25]([CH:27]([CH3:29])[CH3:28])[CH3:26])=[N:23][C:22]3[C:17](=[CH:18][CH:19]=[C:20]([C:30]([OH:32])=[O:31])[CH:21]=3)[N:16]=2)=[CH:11][CH:10]=1. The catalyst class is: 4. (6) Reactant: OS(O)(=O)=O.[S:6]1[CH:10]=[CH:9][C:8]([C:11](O)([CH2:14][CH3:15])[CH2:12][CH3:13])=[C:7]1[C:17]1[S:18][CH:19]=[CH:20][CH:21]=1.C(Cl)Cl. Product: [CH2:12]([C:11]1([CH2:14][CH3:15])[C:21]2[CH:20]=[CH:19][S:18][C:17]=2[C:7]2[S:6][CH:10]=[CH:9][C:8]1=2)[CH3:13]. The catalyst class is: 6. (7) The catalyst class is: 1. Reactant: [NH2:1][C:2]1[CH:7]=[CH:6][CH:5]=[CH:4][CH:3]=1.[Li+].C[Si]([N-][Si](C)(C)C)(C)C.[CH2:18]([O:25][C:26]1[CH:31]=[CH:30][C:29]([C:32]2[C:33](=[O:40])[N:34]([CH3:39])[C:35](Cl)=[CH:36][CH:37]=2)=[CH:28][C:27]=1[F:41])[C:19]1[CH:24]=[CH:23][CH:22]=[CH:21][CH:20]=1. Product: [CH2:18]([O:25][C:26]1[CH:31]=[CH:30][C:29]([C:32]2[C:33](=[O:40])[N:34]([CH3:39])[C:35]([NH:1][C:2]3[CH:7]=[CH:6][CH:5]=[CH:4][CH:3]=3)=[CH:36][CH:37]=2)=[CH:28][C:27]=1[F:41])[C:19]1[CH:20]=[CH:21][CH:22]=[CH:23][CH:24]=1. (8) The catalyst class is: 8. Product: [Br:3][C:4]1[C:13]2[C:8](=[CH:9][CH:10]=[CH:11][CH:12]=2)[C:7]([CH:14]=[N:1][OH:2])=[CH:6][CH:5]=1. Reactant: [NH2:1][OH:2].[Br:3][C:4]1[C:13]2[C:8](=[CH:9][CH:10]=[CH:11][CH:12]=2)[C:7]([CH:14]=O)=[CH:6][CH:5]=1.BrC1C2C(=CC=CC=2)C(Br)=CC=1. (9) Reactant: C1(P(C2C=CC=CC=2)C2C=CC=CC=2)C=CC=CC=1.[C:20]1(=[O:30])[NH:24][C:23](=[O:25])[C:22]2=[CH:26][CH:27]=[CH:28][CH:29]=[C:21]12.[CH3:31][N:32]1[C:37]([CH3:38])=[CH:36][C:35](=[O:39])[C:34]([O:40][CH2:41][C:42]2[CH:47]=[CH:46][CH:45]=[CH:44][CH:43]=2)=[C:33]1[CH2:48]O.N(C(OC(C)C)=O)=NC(OC(C)C)=O. Product: [CH3:31][N:32]1[C:37]([CH3:38])=[CH:36][C:35](=[O:39])[C:34]([O:40][CH2:41][C:42]2[CH:47]=[CH:46][CH:45]=[CH:44][CH:43]=2)=[C:33]1[CH2:48][N:24]1[C:20](=[O:30])[C:21]2=[CH:29][CH:28]=[CH:27][CH:26]=[C:22]2[C:23]1=[O:25]. The catalyst class is: 1. (10) Reactant: [NH2:1][C:2]1[N:6]([CH3:7])[N:5]=[C:4]([CH3:8])[CH:3]=1.[F:9][C:10]1[CH:17]=[CH:16][C:13]([CH:14]=O)=[CH:12][CH:11]=1.C(Cl)(=O)C.C([BH3-])#N.[Na+].C(=O)(O)[O-].[Na+]. Product: [CH3:7][N:6]1[C:2]([NH:1][CH2:14][C:13]2[CH:16]=[CH:17][C:10]([F:9])=[CH:11][CH:12]=2)=[CH:3][C:4]([CH3:8])=[N:5]1. The catalyst class is: 5.